This data is from Forward reaction prediction with 1.9M reactions from USPTO patents (1976-2016). The task is: Predict the product of the given reaction. (1) Given the reactants [N:1]1[C:10]2[CH:9]=[CH:8][CH:7]=[C:6]([C:11]([O:13][CH3:14])=[O:12])[C:5]=2[CH:4]=[CH:3][CH:2]=1.ClC1C=CC=C(C(OO)=[O:23])C=1.S([O-])([O-])(=O)=S.[Na+].[Na+].C(=O)([O-])[O-].[K+].[K+], predict the reaction product. The product is: [CH3:14][O:13][C:11]([C:6]1[CH:7]=[CH:8][CH:9]=[C:10]2[C:5]=1[CH:4]=[CH:3][CH:2]=[N+:1]2[O-:23])=[O:12]. (2) Given the reactants [Cl:1][C:2]1[N:3]=[C:4]([N:15]2[CH2:20][CH2:19][O:18][CH2:17][CH2:16]2)[C:5]2[S:10][C:9]([C:11]([OH:14])([CH3:13])[CH3:12])=[CH:8][C:6]=2[N:7]=1.[H-].[Na+].CI.[C:25](OCC)(=O)C, predict the reaction product. The product is: [Cl:1][C:2]1[N:3]=[C:4]([N:15]2[CH2:16][CH2:17][O:18][CH2:19][CH2:20]2)[C:5]2[S:10][C:9]([C:11]([O:14][CH3:25])([CH3:12])[CH3:13])=[CH:8][C:6]=2[N:7]=1. (3) Given the reactants [CH3:1][O:2][C:3]1[CH:8]=[C:7]([CH3:9])[C:6]([S:10]([N:13]([CH2:15][C:16]2[O:20][C:19]([CH3:21])=[C:18]([C:22]([OH:24])=O)[CH:17]=2)[CH3:14])(=[O:12])=[O:11])=[C:5]([CH3:25])[CH:4]=1.C1N=CN(C(N2C=NC=C2)=O)C=1.[NH:38]1[CH2:42][CH2:41][N:40]=[C:39]1[C:43]1[CH:48]=[CH:47][C:46]([CH2:49][CH2:50][NH:51][CH3:52])=[CH:45][CH:44]=1.CCN(C(C)C)C(C)C, predict the reaction product. The product is: [NH:40]1[CH2:41][CH2:42][N:38]=[C:39]1[C:43]1[CH:44]=[CH:45][C:46]([CH2:49][CH2:50][N:51]([CH3:52])[C:22]([C:18]2[CH:17]=[C:16]([CH2:15][N:13]([S:10]([C:6]3[C:5]([CH3:25])=[CH:4][C:3]([O:2][CH3:1])=[CH:8][C:7]=3[CH3:9])(=[O:11])=[O:12])[CH3:14])[O:20][C:19]=2[CH3:21])=[O:24])=[CH:47][CH:48]=1. (4) Given the reactants [F:1][C:2]([F:11])([F:10])[C:3]1[CH:8]=[CH:7][CH:6]=[CH:5][C:4]=1[OH:9].Cl[C:13]([O:15][CH2:16][CH3:17])=[O:14].C(N(CC)CC)C, predict the reaction product. The product is: [C:13](=[O:14])([O:9][C:4]1[CH:5]=[CH:6][CH:7]=[CH:8][C:3]=1[C:2]([F:10])([F:11])[F:1])[O:15][CH2:16][CH3:17]. (5) Given the reactants Br[C:2]1[CH:3]=[CH:4][C:5]2[CH2:12][CH2:11][O:10][CH2:9][CH2:8][N:7]([C:13]3[CH:18]=[C:17]([CH3:19])[C:16]4[O:20][CH2:21][O:22][C:15]=4[CH:14]=3)[C:6]=2[CH:23]=1.[CH:24]1(B(O)O)[CH2:26][CH2:25]1.[O-]P([O-])([O-])=O.[K+].[K+].[K+], predict the reaction product. The product is: [CH:24]1([C:2]2[CH:3]=[CH:4][C:5]3[CH2:12][CH2:11][O:10][CH2:9][CH2:8][N:7]([C:13]4[CH:18]=[C:17]([CH3:19])[C:16]5[O:20][CH2:21][O:22][C:15]=5[CH:14]=4)[C:6]=3[CH:23]=2)[CH2:26][CH2:25]1. (6) The product is: [CH2:1]([C:3]1[O:4][C:5]([C:8]2[CH:9]=[CH:10][C:11]([NH:14][C:15]3[S:16][C:27]4[CH2:28][CH2:29][CH2:30][CH:25]([C:21]5[CH:22]=[CH:23][CH:24]=[CH:19][CH:20]=5)[C:26]=4[N:17]=3)=[CH:12][CH:13]=2)=[CH:6][N:7]=1)[CH3:2]. Given the reactants [CH2:1]([C:3]1[O:4][C:5]([C:8]2[CH:13]=[CH:12][C:11]([NH:14][C:15]([NH2:17])=[S:16])=[CH:10][CH:9]=2)=[CH:6][N:7]=1)[CH3:2].Br[CH:19]1[CH2:24][CH2:23][CH2:22][CH:21]([C:25]2[CH:30]=[CH:29][CH:28]=[CH:27][CH:26]=2)[C:20]1=O, predict the reaction product.